From a dataset of Full USPTO retrosynthesis dataset with 1.9M reactions from patents (1976-2016). Predict the reactants needed to synthesize the given product. (1) Given the product [CH3:40][C:3]1([O:2][CH3:1])[C:8]([NH:9][C:10]([NH:12][C:13]2[CH:18]=[CH:17][CH:16]=[CH:15][C:14]=2[CH3:19])=[O:11])=[CH:7][CH:6]=[C:24]([N:25]([CH2:26][CH2:27][N:28]2[CH2:29][CH2:30][CH:31]([CH2:34][C:35]([O:37][CH2:38][CH3:39])=[O:36])[CH2:32][CH2:33]2)[C:63](=[O:64])[CH3:62])[CH2:4]1, predict the reactants needed to synthesize it. The reactants are: [CH3:1][O:2][C:3]1[CH:4]=C(CC(O)=O)[CH:6]=[CH:7][C:8]=1[NH:9][C:10]([NH:12][C:13]1[CH:18]=[CH:17][CH:16]=[CH:15][C:14]=1[CH3:19])=[O:11].[CH3:24][NH:25][CH2:26][CH2:27][N:28]1[CH2:33][CH2:32][CH:31]([CH2:34][C:35]([O:37][CH2:38][CH3:39])=[O:36])[CH2:30][CH2:29]1.[CH3:40]CN=C=NCCCN(C)C.Cl.C1C=CC2N(O)N=NC=2C=1.[CH3:62][CH2:63][O:64]C(C)=O. (2) Given the product [OH:33][C@@H:31]([C@H:30]1[C:29](=[O:34])[N:14]2[C:15]([C:16]([O:18][CH2:19][C:20]3[CH:21]=[CH:22][C:23]([N+:26]([O-:28])=[O:27])=[CH:24][CH:25]=3)=[O:17])=[C:11]([C:8]3[S:7][C:6]4=[C:5]([S:36]([CH3:37])=[O:46])[N:4]=[C:3]([S:2][CH3:1])[N:10]4[CH:9]=3)[C@H:12]([CH3:35])[C@H:13]12)[CH3:32], predict the reactants needed to synthesize it. The reactants are: [CH3:1][S:2][C:3]1[N:10]2[C:6]([S:7][C:8]([C:11]3[C@H:12]([CH3:35])[C@@H:13]4[C@@H:30]([C@H:31]([OH:33])[CH3:32])[C:29](=[O:34])[N:14]4[C:15]=3[C:16]([O:18][CH2:19][C:20]3[CH:25]=[CH:24][C:23]([N+:26]([O-:28])=[O:27])=[CH:22][CH:21]=3)=[O:17])=[CH:9]2)=[C:5]([S:36][CH3:37])[N:4]=1.ClC1C=CC=C(C(OO)=[O:46])C=1.S([O-])([O-])(=O)=S.[Na+].[Na+]. (3) Given the product [O:18]([C:25]1[CH:26]=[CH:27][C:28]([O:31][C:2]2[CH:7]=[CH:6][N:5]=[C:4]3[CH:8]=[C:9]([C:11]4[CH:12]=[C:13]([CH:15]=[CH:16][CH:17]=4)[NH2:14])[O:10][C:3]=23)=[CH:29][CH:30]=1)[C:19]1[CH:20]=[CH:21][CH:22]=[CH:23][CH:24]=1, predict the reactants needed to synthesize it. The reactants are: Cl[C:2]1[CH:7]=[CH:6][N:5]=[C:4]2[CH:8]=[C:9]([C:11]3[CH:12]=[C:13]([CH:15]=[CH:16][CH:17]=3)[NH2:14])[O:10][C:3]=12.[O:18]([C:25]1[CH:30]=[CH:29][C:28]([OH:31])=[CH:27][CH:26]=1)[C:19]1[CH:24]=[CH:23][CH:22]=[CH:21][CH:20]=1.C(=O)([O-])[O-].[Cs+].[Cs+].O. (4) Given the product [NH2:26][C@@H:15]1[CH2:16][C@@H:17]2[C@:22]([CH3:23])([CH2:21][CH2:20][CH2:19][C:18]2([CH3:25])[CH3:24])[C@@H:13]([C:11]([C:5]2[CH:4]=[C:3]([OH:2])[CH:8]=[C:7]([OH:9])[CH:6]=2)=[O:12])[C@@H:14]1[CH3:27], predict the reactants needed to synthesize it. The reactants are: C[O:2][C:3]1[CH:4]=[C:5]([C:11]([C@@H:13]2[C@:22]3([CH3:23])[C@H:17]([C:18]([CH3:25])([CH3:24])[CH2:19][CH2:20][CH2:21]3)[CH2:16][C@@H:15]([NH2:26])[C@H:14]2[CH3:27])=[O:12])[CH:6]=[C:7]([O:9]C)[CH:8]=1.B(Br)(Br)Br.CO. (5) Given the product [Cl:21][C:22]1[CH:23]=[C:24]([N:29]2[CH2:34][CH2:33][N:32]([CH2:19][CH2:18][CH2:17][C:9]3[CH:10]=[C:11]([C:12]4[S:13][CH:14]=[CH:15][CH:16]=4)[N:7]([C:1]4[CH:6]=[CH:5][CH:4]=[CH:3][CH:2]=4)[N:8]=3)[CH2:31][CH2:30]2)[CH:25]=[CH:26][C:27]=1[Cl:28], predict the reactants needed to synthesize it. The reactants are: [C:1]1([N:7]2[C:11]([C:12]3[S:13][CH:14]=[CH:15][CH:16]=3)=[CH:10][C:9]([CH2:17][CH2:18][CH:19]=O)=[N:8]2)[CH:6]=[CH:5][CH:4]=[CH:3][CH:2]=1.[Cl:21][C:22]1[CH:23]=[C:24]([N:29]2[CH2:34][CH2:33][NH:32][CH2:31][CH2:30]2)[CH:25]=[CH:26][C:27]=1[Cl:28].CCN(C(C)C)C(C)C.[BH-](OC(C)=O)(OC(C)=O)OC(C)=O.[Na+]. (6) Given the product [CH2:24]([O:23][CH2:22][C:21]([NH:20][CH2:19][CH2:18][CH2:17][CH2:16][C@H:2]([NH:1][C:33](=[O:34])[O:35][CH2:36][C:37]1[CH:42]=[CH:41][CH:40]=[CH:39][CH:38]=1)[C:3](=[O:4])[NH:5][C:6]1[CH:7]=[CH:8][CH:9]=[C:10]2[C:15]=1[N:14]=[CH:13][CH:12]=[CH:11]2)=[O:31])[C:25]1[CH:26]=[CH:27][CH:28]=[CH:29][CH:30]=1, predict the reactants needed to synthesize it. The reactants are: [NH2:1][C@@H:2]([CH2:16][CH2:17][CH2:18][CH2:19][NH:20][C:21](=[O:31])[CH2:22][O:23][CH2:24][C:25]1[CH:30]=[CH:29][CH:28]=[CH:27][CH:26]=1)[C:3]([NH:5][C:6]1[CH:7]=[CH:8][CH:9]=[C:10]2[C:15]=1[N:14]=[CH:13][CH:12]=[CH:11]2)=[O:4].Cl[C:33]([O:35][CH2:36][C:37]1[CH:42]=[CH:41][CH:40]=[CH:39][CH:38]=1)=[O:34].C(N(CC)CC)C. (7) Given the product [C:1]([O:5][C:6](=[O:35])[NH:7][C:8](=[NH:34])[C:9]1[CH:14]=[CH:13][C:12]([CH2:15][NH:16][C:17]([C@H:19]2[N:23]3[C:24](=[O:33])[C:25]([NH:28][S:29]([CH2:32][C:45]4[CH:50]=[CH:49][CH:48]=[CH:47][CH:46]=4)(=[O:31])=[O:30])=[CH:26][N:27]=[C:22]3[CH2:21][CH2:20]2)=[O:18])=[CH:11][CH:10]=1)([CH3:4])([CH3:2])[CH3:3], predict the reactants needed to synthesize it. The reactants are: [C:1]([O:5][C:6](=[O:35])[NH:7][C:8](=[NH:34])[C:9]1[CH:14]=[CH:13][C:12]([CH2:15][NH:16][C:17]([C@H:19]2[N:23]3[C:24](=[O:33])[C:25]([NH:28][S:29]([CH3:32])(=[O:31])=[O:30])=[CH:26][N:27]=[C:22]3[CH2:21][CH2:20]2)=[O:18])=[CH:11][CH:10]=1)([CH3:4])([CH3:3])[CH3:2].C(OC(=O)NC([C:45]1[CH:50]=[CH:49][C:48](CNC([C@H]2N3C(=O)C(N(CC)CC)=CN=C3CC2)=O)=[CH:47][CH:46]=1)=N)(C)(C)C.C1(CS(Cl)(=O)=O)C=CC=CC=1. (8) Given the product [CH3:21][C:22]1([CH3:24])[C:13]2[C:12]3[CH:11]=[CH:10][CH:9]=[CH:8][C:7]=3[N:6]([CH2:14][CH2:25][C:26]([OH:28])=[O:27])[C:5]=2[CH2:4][O:3][N:2]1[CH3:1], predict the reactants needed to synthesize it. The reactants are: [CH3:1][NH:2][O:3][CH2:4][C:5]1[N:6]([CH2:14]CC(O)=O)[C:7]2[C:12]([CH:13]=1)=[CH:11][CH:10]=[CH:9][CH:8]=2.CO.[CH3:21][C:22]([CH3:24])=O.[CH3:25][C:26]([OH:28])=[O:27].